Dataset: Cav3 T-type calcium channel HTS with 100,875 compounds. Task: Binary Classification. Given a drug SMILES string, predict its activity (active/inactive) in a high-throughput screening assay against a specified biological target. (1) The compound is Clc1c(CC(=O)c2c(O)cc(O)cc2)c(F)ccc1. The result is 0 (inactive). (2) The molecule is S(CC(=O)NC(c1ccccc1)C)c1ncccn1. The result is 0 (inactive). (3) The molecule is O1C(CCc2c1c1c(occ(c1=O)c1ccc(O)cc1)c1c2OC(C=C1)(C)C)(C)C. The result is 0 (inactive). (4) The molecule is S(CC(=O)NCCc1cc(OC)c(OC)cc1)c1oc2c(n1)cccc2. The result is 0 (inactive).